This data is from Catalyst prediction with 721,799 reactions and 888 catalyst types from USPTO. The task is: Predict which catalyst facilitates the given reaction. (1) Reactant: [CH:1]1([NH2:4])[CH2:3][CH2:2]1.[F:5][C:6]1[C:32]([F:33])=[CH:31][CH:30]=[CH:29][C:7]=1[CH2:8][S:9][C:10]1[N:15]=[C:14]([NH:16][S:17]([N:20]2[CH2:25][CH2:24][C:23](=O)[CH2:22][CH2:21]2)(=[O:19])=[O:18])[CH:13]=[C:12]([O:27][CH3:28])[N:11]=1.C(O[BH-](OC(=O)C)OC(=O)C)(=O)C.[Na+].[OH-].[Na+].Cl. Product: [CH:1]1([NH:4][CH:23]2[CH2:24][CH2:25][N:20]([S:17]([NH:16][C:14]3[CH:13]=[C:12]([O:27][CH3:28])[N:11]=[C:10]([S:9][CH2:8][C:7]4[CH:29]=[CH:30][CH:31]=[C:32]([F:33])[C:6]=4[F:5])[N:15]=3)(=[O:18])=[O:19])[CH2:21][CH2:22]2)[CH2:3][CH2:2]1. The catalyst class is: 322. (2) Reactant: [Br:1][C:2]1[CH:3]=[C:4]2[C:10]3([CH2:14][CH2:13][N:12](C(OC(C)(C)C)=O)[CH2:11]3)[CH2:9][N:8]([C:22](=[O:30])[NH:23][C:24]3[S:25][C:26]([Cl:29])=[CH:27][N:28]=3)[C:5]2=[CH:6][CH:7]=1.FC(F)(F)C(O)=O.C(=O)([O-])O.[Na+]. Product: [Br:1][C:2]1[CH:3]=[C:4]2[C:10]3([CH2:14][CH2:13][NH:12][CH2:11]3)[CH2:9][N:8]([C:22]([NH:23][C:24]3[S:25][C:26]([Cl:29])=[CH:27][N:28]=3)=[O:30])[C:5]2=[CH:6][CH:7]=1. The catalyst class is: 2.